Regression. Given a peptide amino acid sequence and an MHC pseudo amino acid sequence, predict their binding affinity value. This is MHC class I binding data. From a dataset of Peptide-MHC class I binding affinity with 185,985 pairs from IEDB/IMGT. The peptide sequence is EILRNYLRLY. The MHC is HLA-A33:01 with pseudo-sequence HLA-A33:01. The binding affinity (normalized) is 0.555.